From a dataset of Full USPTO retrosynthesis dataset with 1.9M reactions from patents (1976-2016). Predict the reactants needed to synthesize the given product. (1) Given the product [CH3:51][N:8]([C:4]1[CH:5]=[CH:6][CH:7]=[C:2]([N:52]2[CH2:57][CH2:56][O:55][CH2:54][CH2:53]2)[CH:3]=1)[C:9]([N:11]1[C:15]2[N:16]=[C:17]([N:45]3[CH2:50][CH2:49][O:48][CH2:47][CH2:46]3)[N:18]=[C:19]([C:20]3[CH:21]=[N:22][C:23]([NH2:26])=[N:24][CH:25]=3)[C:14]=2[CH2:13][CH2:12]1)=[O:10], predict the reactants needed to synthesize it. The reactants are: Br[C:2]1[CH:3]=[C:4]([N:8]([CH3:51])[C:9]([N:11]2[C:15]3[N:16]=[C:17]([N:45]4[CH2:50][CH2:49][O:48][CH2:47][CH2:46]4)[N:18]=[C:19]([C:20]4[CH:21]=[N:22][C:23]([N:26](CC5C=CC(OC)=CC=5)CC5C=CC(OC)=CC=5)=[N:24][CH:25]=4)[C:14]=3[CH2:13][CH2:12]2)=[O:10])[CH:5]=[CH:6][CH:7]=1.[NH:52]1[CH2:57][CH2:56][O:55][CH2:54][CH2:53]1.N1(C2C=C(NC(N3C4N=C(N5CCOCC5)N=C(C5C=NC(N(CC6C=CC(OC)=CC=6)CC6C=CC(OC)=CC=6)=NC=5)C=4CC3)=O)C=CC=2)CCOCC1. (2) Given the product [Cl:24][C:19]1[CH:18]=[C:17]([C:11]2([C:13]([F:16])([F:15])[F:14])[O:10][N:9]=[C:8]([C:5]3[CH:6]=[CH:7][C:2]([C:26]#[N:27])=[C:3]([CH3:25])[CH:4]=3)[CH2:12]2)[CH:22]=[C:21]([Cl:23])[CH:20]=1, predict the reactants needed to synthesize it. The reactants are: Br[C:2]1[CH:7]=[CH:6][C:5]([C:8]2[CH2:12][C:11]([C:17]3[CH:22]=[C:21]([Cl:23])[CH:20]=[C:19]([Cl:24])[CH:18]=3)([C:13]([F:16])([F:15])[F:14])[O:10][N:9]=2)=[CH:4][C:3]=1[CH3:25].[CH3:26][N:27](C=O)C. (3) Given the product [C:33]([C@H:48]1[CH2:11][CH:10]([CH2:9][C:6]2[CH:5]=[CH:4][C:3]([C:25]3[CH:26]=[CH:27][CH:28]=[CH:29][CH:30]=3)=[CH:8][CH:7]=2)[N:14]([CH2:15][N:41]2[CH2:5][CH2:4][CH2:3][CH2:8]2)[C:47]1=[O:46])(=[O:40])[C:34]1[CH:35]=[CH:36][CH:37]=[CH:38][CH:39]=1, predict the reactants needed to synthesize it. The reactants are: [H-].[Na+].[C:3]1([C:25]2[CH:30]=[CH:29][CH:28]=[CH:27][CH:26]=2)[CH:8]=[CH:7][C:6]([CH2:9][C@H:10]2[N:14]([CH2:15]C3C=CC(OC)=CC=3)C(=O)C[CH2:11]2)=[CH:5][CH:4]=1.CO[C:33](=[O:40])[C:34]1[CH:39]=[CH:38][CH:37]=[CH:36][CH:35]=1.[NH4+:41].[Cl-].C([O:46][CH2:47][CH3:48])(=O)C. (4) Given the product [CH2:19]([O:23][CH2:24][CH2:25][O:1][C:2]1[CH:3]=[CH:4][C:5]([C:8]2[CH:13]=[CH:12][C:11]([C:14]([O:16][CH2:17][CH3:18])=[O:15])=[CH:10][CH:9]=2)=[CH:6][CH:7]=1)[CH2:20][CH2:21][CH3:22], predict the reactants needed to synthesize it. The reactants are: [OH:1][C:2]1[CH:7]=[CH:6][C:5]([C:8]2[CH:13]=[CH:12][C:11]([C:14]([O:16][CH2:17][CH3:18])=[O:15])=[CH:10][CH:9]=2)=[CH:4][CH:3]=1.[CH2:19]([O:23][CH2:24][CH2:25]Br)[CH2:20][CH2:21][CH3:22].C([O-])([O-])=O.[K+].[K+]. (5) Given the product [NH2:13][C:3]1[C:2]([NH2:1])=[CH:10][C:9]([O:11][CH3:12])=[CH:8][C:4]=1[C:5]([OH:7])=[O:6], predict the reactants needed to synthesize it. The reactants are: [NH2:1][C:2]1[C:3]([N+:13]([O-])=O)=[C:4]([CH:8]=[C:9]([O:11][CH3:12])[CH:10]=1)[C:5]([OH:7])=[O:6].[H][H]. (6) The reactants are: [C:1]([C:3]1[C:4]([SH:12])=[N:5][C:6]([CH:9]([CH3:11])[CH3:10])=[CH:7][CH:8]=1)#[N:2].[O-]CC.[Na+].[C:17]([O:20][CH2:21][CH2:22]Br)(=[O:19])[CH3:18]. Given the product [NH2:2][C:1]1[C:3]2[C:4](=[N:5][C:6]([CH:9]([CH3:10])[CH3:11])=[CH:7][CH:8]=2)[S:12][C:18]=1[C:17]([O:20][CH2:21][CH3:22])=[O:19], predict the reactants needed to synthesize it. (7) Given the product [CH2:29]([O:33][C:34](=[O:40])[CH2:35][CH2:36][C:37]([NH:2][C@H:3]([CH2:15][C:16]1[CH:17]=[CH:18][C:19]([C:22]2[CH:27]=[CH:26][CH:25]=[C:24]([Cl:28])[CH:23]=2)=[CH:20][CH:21]=1)[CH2:4][C:5]([O:7][CH2:8][C:9]1[CH:10]=[CH:11][CH:12]=[CH:13][CH:14]=1)=[O:6])=[O:38])[CH2:30][CH2:31][CH3:32], predict the reactants needed to synthesize it. The reactants are: Cl.[NH2:2][C@H:3]([CH2:15][C:16]1[CH:21]=[CH:20][C:19]([C:22]2[CH:27]=[CH:26][CH:25]=[C:24]([Cl:28])[CH:23]=2)=[CH:18][CH:17]=1)[CH2:4][C:5]([O:7][CH2:8][C:9]1[CH:14]=[CH:13][CH:12]=[CH:11][CH:10]=1)=[O:6].[CH2:29]([O:33][C:34](=[O:40])[CH2:35][CH2:36][C:37](O)=[O:38])[CH2:30][CH2:31][CH3:32].CCN=C=NCCCN(C)C.CCN(C(C)C)C(C)C.C1C=NC2N(O)N=NC=2C=1. (8) The reactants are: [Li]CCCC.C[Si](C#N)(C)C.[C:12]([Si](C)(C)C)(=[O:14])[CH3:13].[F:19][C:20]1[CH:27]=[CH:26][C:23]([CH:24]=[O:25])=[CH:22][CH:21]=1.Cl. Given the product [F:19][C:20]1[CH:27]=[CH:26][C:23]([CH:24]([OH:25])[C:12]([CH3:13])=[O:14])=[CH:22][CH:21]=1, predict the reactants needed to synthesize it.